This data is from Reaction yield outcomes from USPTO patents with 853,638 reactions. The task is: Predict the reaction yield, written as a fraction of the theoretical maximum amount of product (1.0 means a 100% yield; for example, 0.34 means a 34% yield). (1) The reactants are C(OC([NH:8][CH:9]([C:20]1[CH:25]=[CH:24][CH:23]=[CH:22][CH:21]=1)[C:10]([O:12][CH:13]1[CH2:18][CH2:17][N:16]([CH3:19])[CH2:15][CH2:14]1)=[O:11])=O)(C)(C)C.O1CCOCC1.[ClH:32]. No catalyst specified. The product is [ClH:32].[ClH:32].[CH3:19][N:16]1[CH2:17][CH2:18][CH:13]([O:12][C:10](=[O:11])[CH:9]([NH2:8])[C:20]2[CH:25]=[CH:24][CH:23]=[CH:22][CH:21]=2)[CH2:14][CH2:15]1. The yield is 1.00. (2) The reactants are [CH2:1]([C:6]1[CH:11]=[CH:10][C:9]([C:12]2[N:16]([CH3:17])[N:15]=[C:14]([C:18](=O)[CH3:19])[C:13]=2[OH:21])=[CH:8][CH:7]=1)[CH2:2][CH2:3][CH2:4][CH3:5].[NH:22]([C:24]([NH:26][C:27]1[CH:35]=[CH:34][C:30]([C:31]([OH:33])=[O:32])=[CH:29][CH:28]=1)=[S:25])[NH2:23].CN(C)C=O. The catalyst is Cl.O. The product is [CH2:1]([C:6]1[CH:11]=[CH:10][C:9]([C:12]2[N:16]([CH3:17])[N:15]=[C:14]([C:18](=[N:23][NH:22][C:24]([NH:26][C:27]3[CH:35]=[CH:34][C:30]([C:31]([OH:33])=[O:32])=[CH:29][CH:28]=3)=[S:25])[CH3:19])[C:13]=2[OH:21])=[CH:8][CH:7]=1)[CH2:2][CH2:3][CH2:4][CH3:5]. The yield is 0.760. (3) The reactants are [C:1](Cl)(=[O:3])[CH3:2].[NH2:5][C@@H:6]1[CH2:11][CH2:10][C@H:9]([CH2:12][N:13]2[C:17]3=[N:18][C:19]([NH:22][C:23]4[CH:24]=[CH:25][C:26]([CH3:33])=[C:27]([S:29]([NH2:32])(=[O:31])=[O:30])[CH:28]=4)=[N:20][CH:21]=[C:16]3[CH:15]=[N:14]2)[CH2:8][CH2:7]1. The catalyst is C1COCC1. The product is [CH3:33][C:26]1[CH:25]=[CH:24][C:23]([NH:22][C:19]2[N:18]=[C:17]3[N:13]([CH2:12][C@@H:9]4[CH2:8][CH2:7][C@H:6]([NH:5][C:1](=[O:3])[CH3:2])[CH2:11][CH2:10]4)[N:14]=[CH:15][C:16]3=[CH:21][N:20]=2)=[CH:28][C:27]=1[S:29](=[O:31])(=[O:30])[NH2:32]. The yield is 0.130. (4) The product is [Br:14][CH2:8][C:5]1[CH:6]=[CH:7][C:2]([F:1])=[C:3]([N+:10]([O-:12])=[O:11])[CH:4]=1. The yield is 0.810. The catalyst is C1(C)C=CC=CC=1. The reactants are [F:1][C:2]1[CH:7]=[CH:6][C:5]([CH2:8]O)=[CH:4][C:3]=1[N+:10]([O-:12])=[O:11].P(Br)(Br)[Br:14]. (5) The reactants are [CH3:1][N:2]([CH3:15])[C:3]1[CH:4]=[CH:5][C:6]2[C:12](=[O:13])[CH2:11][CH2:10][CH:9]=[CH:8][C:7]=2[CH:14]=1. The catalyst is CO.C(Cl)Cl.[Pd]. The product is [CH3:1][N:2]([CH3:15])[C:3]1[CH:4]=[CH:5][C:6]2[C:12](=[O:13])[CH2:11][CH2:10][CH2:9][CH2:8][C:7]=2[CH:14]=1. The yield is 0.830. (6) The reactants are [OH:1][B:2]1[C:6]2[CH:7]=[CH:8][C:9]([CH:11]=[N:12][OH:13])=[CH:10][C:5]=2[C:4]([CH3:15])([CH3:14])[O:3]1.C1C(=O)N([Cl:23])C(=O)C1. The yield is 0.860. The catalyst is CN(C=O)C. The product is [OH:13][N:12]=[C:11]([Cl:23])[C:9]1[CH:8]=[CH:7][C:6]2[B:2]([OH:1])[O:3][C:4]([CH3:15])([CH3:14])[C:5]=2[CH:10]=1. (7) The reactants are C(OC([NH:8][C@@H:9]1[CH2:14][CH2:13][C@H:12]([N:15]2[C:20](=[O:21])[C:19]3[CH:22]=[C:23]([F:26])[CH:24]=[N:25][C:18]=3[N:17]([C:27]3[CH:28]=[C:29]([CH:33]=[CH:34][CH:35]=3)[C:30]([OH:32])=[O:31])[C:16]2=[O:36])[CH2:11][CH2:10]1)=O)(C)(C)C.Cl. The catalyst is O1CCOCC1. The product is [NH2:8][C@@H:9]1[CH2:14][CH2:13][C@H:12]([N:15]2[C:20](=[O:21])[C:19]3[CH:22]=[C:23]([F:26])[CH:24]=[N:25][C:18]=3[N:17]([C:27]3[CH:28]=[C:29]([CH:33]=[CH:34][CH:35]=3)[C:30]([OH:32])=[O:31])[C:16]2=[O:36])[CH2:11][CH2:10]1. The yield is 0.360.